This data is from Peptide-MHC class II binding affinity with 134,281 pairs from IEDB. The task is: Regression. Given a peptide amino acid sequence and an MHC pseudo amino acid sequence, predict their binding affinity value. This is MHC class II binding data. (1) The peptide sequence is NPVKAFQFLVDLILF. The MHC is HLA-DQA10101-DQB10501 with pseudo-sequence CNYHEGGGARVAHIMYFGGTHYVVGASRVHVAGI. The binding affinity (normalized) is 0.410. (2) The peptide sequence is FAEYKSDYVYQPFPK. The MHC is HLA-DQA10301-DQB10302 with pseudo-sequence HLA-DQA10301-DQB10302. The binding affinity (normalized) is 0.119. (3) The peptide sequence is VKPLYIITPTNVSHI. The MHC is DRB1_1302 with pseudo-sequence DRB1_1302. The binding affinity (normalized) is 0.909. (4) The peptide sequence is VTFKNAHAKKPEVVV. The MHC is DRB1_0901 with pseudo-sequence DRB1_0901. The binding affinity (normalized) is 0.323. (5) The peptide sequence is DYLILKNLTGLVSAG. The MHC is DRB1_1302 with pseudo-sequence DRB1_1302. The binding affinity (normalized) is 0.950.